This data is from Reaction yield outcomes from USPTO patents with 853,638 reactions. The task is: Predict the reaction yield, written as a fraction of the theoretical maximum amount of product (1.0 means a 100% yield; for example, 0.34 means a 34% yield). (1) The reactants are [CH3:1][O:2][C:3](=[O:23])[C:4]1[CH:9]=[C:8]([N+:10]([O-])=O)[C:7]([NH2:13])=[C:6]([F:14])[C:5]=1[NH:15][C:16]1[CH:21]=[CH:20][CH:19]=[CH:18][C:17]=1[Cl:22]. The catalyst is CC(O)=O.C(OCC)(=O)C.[Zn]. The product is [CH3:1][O:2][C:3](=[O:23])[C:4]1[CH:9]=[C:8]([NH2:10])[C:7]([NH2:13])=[C:6]([F:14])[C:5]=1[NH:15][C:16]1[CH:21]=[CH:20][CH:19]=[CH:18][C:17]=1[Cl:22]. The yield is 0.480. (2) The yield is 0.880. The product is [F:18][C:19]1[CH:24]=[CH:23][C:22]([C:2]2[C:13](=[O:14])[N:12]([CH:15]([CH3:17])[CH3:16])[C:5]3[N:6]=[C:7]([S:10][CH3:11])[N:8]=[CH:9][C:4]=3[CH:3]=2)=[CH:21][C:20]=1[N+:28]([O-:30])=[O:29]. The reactants are Br[C:2]1[C:13](=[O:14])[N:12]([CH:15]([CH3:17])[CH3:16])[C:5]2[N:6]=[C:7]([S:10][CH3:11])[N:8]=[CH:9][C:4]=2[CH:3]=1.[F:18][C:19]1[CH:24]=[CH:23][C:22](B(O)O)=[CH:21][C:20]=1[N+:28]([O-:30])=[O:29].C([O-])([O-])=O.[Na+].[Na+].O. The catalyst is COCCOC.C1C=CC([P]([Pd]([P](C2C=CC=CC=2)(C2C=CC=CC=2)C2C=CC=CC=2)([P](C2C=CC=CC=2)(C2C=CC=CC=2)C2C=CC=CC=2)[P](C2C=CC=CC=2)(C2C=CC=CC=2)C2C=CC=CC=2)(C2C=CC=CC=2)C2C=CC=CC=2)=CC=1.